From a dataset of Peptide-MHC class II binding affinity with 134,281 pairs from IEDB. Regression. Given a peptide amino acid sequence and an MHC pseudo amino acid sequence, predict their binding affinity value. This is MHC class II binding data. The peptide sequence is KRWIKMSILNTAGSG. The MHC is DRB1_0401 with pseudo-sequence DRB1_0401. The binding affinity (normalized) is 0.766.